Dataset: Reaction yield outcomes from USPTO patents with 853,638 reactions. Task: Predict the reaction yield, written as a fraction of the theoretical maximum amount of product (1.0 means a 100% yield; for example, 0.34 means a 34% yield). (1) The reactants are N(C(N1CCCCC1)=O)=NC(N1CCCCC1)=O.[Cl:19][C:20]1[CH:39]=[CH:38][C:23]([NH:24][C:25]2[C:34]3[C:29](=[CH:30][C:31]([OH:37])=[C:32]([O:35][CH3:36])[CH:33]=3)[N:28]=[CH:27][N:26]=2)=[C:22]([F:40])[CH:21]=1.[CH:41]1([O:46][CH2:47][CH2:48]O)[CH2:45][CH2:44][CH2:43][CH2:42]1.C(P(CCCC)CCCC)CCC. The catalyst is C(Cl)Cl.CCOCC. The product is [ClH:19].[Cl:19][C:20]1[CH:39]=[CH:38][C:23]([NH:24][C:25]2[C:34]3[C:29](=[CH:30][C:31]([O:37][CH2:48][CH2:47][O:46][CH:41]4[CH2:45][CH2:44][CH2:43][CH2:42]4)=[C:32]([O:35][CH3:36])[CH:33]=3)[N:28]=[CH:27][N:26]=2)=[C:22]([F:40])[CH:21]=1. The yield is 0.600. (2) The reactants are [F:1][C:2]1[CH:7]=[CH:6][C:5]([F:8])=[CH:4][C:3]=1[C:9]([N:11]1[CH2:16][CH2:15][NH:14][C:13]2[N:17]=[CH:18][C:19](I)=[CH:20][C:12]1=2)=[O:10].[CH3:22][N:23]1[CH2:28][CH2:27][N:26]([C:29]([C:31]2[CH:36]=[CH:35][C:34](B3OC(C)(C)C(C)(C)O3)=[CH:33][CH:32]=2)=[O:30])[CH2:25][CH2:24]1. No catalyst specified. The product is [F:1][C:2]1[CH:7]=[CH:6][C:5]([F:8])=[CH:4][C:3]=1[C:9]([N:11]1[CH2:16][CH2:15][NH:14][C:13]2[N:17]=[CH:18][C:19]([C:34]3[CH:33]=[CH:32][C:31]([C:29]([N:26]4[CH2:27][CH2:28][N:23]([CH3:22])[CH2:24][CH2:25]4)=[O:30])=[CH:36][CH:35]=3)=[CH:20][C:12]1=2)=[O:10]. The yield is 0.360. (3) The reactants are [CH3:1][O:2][C:3](=[O:9])[C:4]([CH3:8])([CH3:7])[CH2:5][OH:6].[O:10]1[CH:15]=[CH:14][CH2:13][CH2:12][CH2:11]1.S(=O)(=O)(O)O. The catalyst is C(Cl)Cl. The product is [CH3:1][O:2][C:3](=[O:9])[C:4]([CH3:8])([CH3:7])[CH2:5][O:6][CH:11]1[CH2:12][CH2:13][CH2:14][CH2:15][O:10]1. The yield is 1.00. (4) The reactants are [OH:1][CH:2]1[CH2:7][CH2:6][NH:5][CH2:4][CH2:3]1.Cl[C:9]1[CH:10]=[CH:11][C:12]2[N:13]([C:15]([C:18]([F:21])([F:20])[F:19])=[N:16][N:17]=2)[N:14]=1.CCN(C(C)C)C(C)C.CCOCC. The catalyst is CN(C=O)C. The product is [F:20][C:18]([F:19])([F:21])[C:15]1[N:13]2[N:14]=[C:9]([N:5]3[CH2:6][CH2:7][CH:2]([OH:1])[CH2:3][CH2:4]3)[CH:10]=[CH:11][C:12]2=[N:17][N:16]=1. The yield is 0.880. (5) The reactants are [NH2:1][C@@H:2]([CH2:33][C:34]1[CH:39]=[CH:38][CH:37]=[CH:36][CH:35]=1)[C@@H:3]([OH:32])[CH2:4][C@@H:5]([NH:19][C:20]([C@@H:22]([NH:27][C:28](=[O:31])[O:29][CH3:30])[C:23]([CH3:26])([CH3:25])[CH3:24])=[O:21])[CH2:6][C:7]1[CH:12]=[CH:11][C:10]([C:13]2[CH:18]=[CH:17][CH:16]=[CH:15][N:14]=2)=[CH:9][CH:8]=1.[CH3:40][O:41][C:42]([NH:44][C@@H:45]([C:49]([CH3:53])([S:51][CH3:52])[CH3:50])[C:46](O)=[O:47])=[O:43].CCOP(ON1N=NC2C=CC=CC=2C1=O)(OCC)=O.C(N(CC)C(C)C)(C)C. The catalyst is C1COCC1. The product is [CH3:40][O:41][C:42](=[O:43])[NH:44][C@@H:45]([C:49]([CH3:50])([S:51][CH3:52])[CH3:53])[C:46](=[O:47])[NH:1][C@@H:2]([CH2:33][C:34]1[CH:35]=[CH:36][CH:37]=[CH:38][CH:39]=1)[C@@H:3]([OH:32])[CH2:4][C@H:5]([CH2:6][C:7]1[CH:12]=[CH:11][C:10]([C:13]2[CH:18]=[CH:17][CH:16]=[CH:15][N:14]=2)=[CH:9][CH:8]=1)[NH:19][C:20](=[O:21])[C@H:22]([C:23]([CH3:26])([CH3:25])[CH3:24])[NH:27][C:28](=[O:31])[O:29][CH3:30]. The yield is 0.380. (6) The reactants are [Cl:1][C:2]1[N:10]=[C:9]2[C:5]([N:6]=[C:7]([CH:13]=[O:14])[N:8]2[CH2:11][CH3:12])=[C:4]([N:15]2[CH2:20][CH2:19][O:18][CH2:17][CH2:16]2)[N:3]=1.[BH4-].[Na+]. The catalyst is C1COCC1. The product is [Cl:1][C:2]1[N:10]=[C:9]2[C:5]([N:6]=[C:7]([CH2:13][OH:14])[N:8]2[CH2:11][CH3:12])=[C:4]([N:15]2[CH2:20][CH2:19][O:18][CH2:17][CH2:16]2)[N:3]=1. The yield is 0.990. (7) The reactants are [NH2:1][C:2]1[N:7]=[CH:6][N:5]=[C:4]2[N:8]([CH:12]([C:14]3[O:15][C:16]4[C:21]([C:22](=[O:31])[C:23]=3[C:24]3[CH:29]=[CH:28][CH:27]=[C:26]([F:30])[CH:25]=3)=[CH:20][CH:19]=[CH:18][CH:17]=4)[CH3:13])[N:9]=[C:10](I)[C:3]=12.[CH3:32][C:33]1[C:41]2[C:36](=[CH:37][C:38](B3OC(C)(C)C(C)(C)O3)=[CH:39][CH:40]=2)[NH:35][N:34]=1.C(=O)([O-])[O-].[Na+].[Na+].ClCCl. The catalyst is CN(C=O)C.C(O)C.O. The product is [NH2:1][C:2]1[N:7]=[CH:6][N:5]=[C:4]2[N:8]([CH:12]([C:14]3[O:15][C:16]4[C:21]([C:22](=[O:31])[C:23]=3[C:24]3[CH:29]=[CH:28][CH:27]=[C:26]([F:30])[CH:25]=3)=[CH:20][CH:19]=[CH:18][CH:17]=4)[CH3:13])[N:9]=[C:10]([C:38]3[CH:37]=[C:36]4[C:41]([C:33]([CH3:32])=[N:34][NH:35]4)=[CH:40][CH:39]=3)[C:3]=12. The yield is 0.230.